This data is from Full USPTO retrosynthesis dataset with 1.9M reactions from patents (1976-2016). The task is: Predict the reactants needed to synthesize the given product. (1) Given the product [CH2:12]([O:11][C:9]([C:7]1[CH:6]=[CH:5][C:4]([C:13]([OH:15])=[O:14])=[C:3]([O:2][CH3:1])[CH:8]=1)=[O:10])[CH3:19], predict the reactants needed to synthesize it. The reactants are: [CH3:1][O:2][C:3]1[CH:8]=[C:7]([C:9]([O:11][CH3:12])=[O:10])[CH:6]=[CH:5][C:4]=1[C:13]([O:15]C)=[O:14].[OH-].[K+].[CH2:19](OC(C1C=CC(C(O)=O)=CC=1OC)=O)C. (2) Given the product [C:17]1([C@H:15]([NH:14][C:12](=[O:13])[NH:11][C:9]2[N:8]=[CH:7][C:6]3[C:2]([NH:1][C:45]([CH:42]4[CH2:44][CH2:43]4)=[O:46])=[N:3][N:4]([C:23]([C:24]4[CH:25]=[CH:26][CH:27]=[CH:28][CH:29]=4)([C:36]4[CH:41]=[CH:40][CH:39]=[CH:38][CH:37]=4)[C:30]4[CH:31]=[CH:32][CH:33]=[CH:34][CH:35]=4)[C:5]=3[CH:10]=2)[CH3:16])[CH:22]=[CH:21][CH:20]=[CH:19][CH:18]=1, predict the reactants needed to synthesize it. The reactants are: [NH2:1][C:2]1[C:6]2[CH:7]=[N:8][C:9]([NH:11][C:12]([NH:14][C@@H:15]([C:17]3[CH:22]=[CH:21][CH:20]=[CH:19][CH:18]=3)[CH3:16])=[O:13])=[CH:10][C:5]=2[N:4]([C:23]([C:36]2[CH:41]=[CH:40][CH:39]=[CH:38][CH:37]=2)([C:30]2[CH:35]=[CH:34][CH:33]=[CH:32][CH:31]=2)[C:24]2[CH:29]=[CH:28][CH:27]=[CH:26][CH:25]=2)[N:3]=1.[CH:42]1([C:45](O)=[O:46])[CH2:44][CH2:43]1.CN(C(ON1N=NC2C=CC=NC1=2)=[N+](C)C)C.F[P-](F)(F)(F)(F)F.CCN(C(C)C)C(C)C. (3) The reactants are: [F:1][C:2]1[CH:3]=[CH:4][CH:5]=[C:6]2[C:11]=1[O:10][C:9]([CH2:13][F:14])([CH3:12])[CH2:8][C@H:7]2[NH2:15].[Li]CCCC. Given the product [F:1][C:2]1[CH:3]=[CH:4][CH:5]=[C:6]2[C:11]=1[O:10][C@@:9]([CH2:13][F:14])([CH3:12])[CH2:8][C@H:7]2[NH2:15], predict the reactants needed to synthesize it. (4) Given the product [Cl:1][C:2]1[C:3]([F:12])=[C:4]([C:9](=[O:11])[CH3:10])[C:5]([F:8])=[CH:6][CH:7]=1, predict the reactants needed to synthesize it. The reactants are: [Cl:1][C:2]1[C:3]([F:12])=[C:4]([CH:9]([OH:11])[CH3:10])[C:5]([F:8])=[CH:6][CH:7]=1.ClC1C(Cl)=CC=C(F)C=1C(=O)C.[H-].[Li+].[Al+3].[H-].[H-].[H-]. (5) Given the product [NH2:32][C:29]1[N:30]=[CH:31][C:26]([C:2]2[CH:3]=[C:4]3[C:9](=[C:10]([NH:12][CH:13]4[CH2:16][O:15][CH2:14]4)[N:11]=2)[C:8](=[O:17])[NH:7][CH:6]=[CH:5]3)=[CH:27][N:28]=1, predict the reactants needed to synthesize it. The reactants are: Cl[C:2]1[CH:3]=[C:4]2[C:9](=[C:10]([NH:12][CH:13]3[CH2:16][O:15][CH2:14]3)[N:11]=1)[C:8](=[O:17])[NH:7][CH:6]=[CH:5]2.CC1(C)C(C)(C)OB([C:26]2[CH:27]=[N:28][C:29]([NH2:32])=[N:30][CH:31]=2)O1.C([O-])([O-])=O.[Na+].[Na+]. (6) Given the product [CH3:25][S:26]([O:1][CH2:2][CH2:3][CH2:4][CH2:5][CH2:6][O:7][C:8]1[CH:9]=[CH:10][C:11]([C:12]([O:14][CH3:15])=[O:13])=[CH:16][CH:17]=1)(=[O:28])=[O:27], predict the reactants needed to synthesize it. The reactants are: [OH:1][CH2:2][CH2:3][CH2:4][CH2:5][CH2:6][O:7][C:8]1[CH:17]=[CH:16][C:11]([C:12]([O:14][CH3:15])=[O:13])=[CH:10][CH:9]=1.C(N(CC)CC)C.[CH3:25][S:26](Cl)(=[O:28])=[O:27].